Dataset: Catalyst prediction with 721,799 reactions and 888 catalyst types from USPTO. Task: Predict which catalyst facilitates the given reaction. (1) Reactant: [Cl:1][C:2]1[CH:3]=[C:4]([NH:19][C:20]2[C:30]3[CH:29]=[C:28]([C:31]([NH:33][CH2:34][CH2:35][N:36]([CH2:44][CH2:45][OH:46])C(=O)OC(C)(C)C)=[O:32])[CH2:27][CH2:26][NH:25][C:24]=3[N:23]=[CH:22][N:21]=2)[CH:5]=[CH:6][C:7]=1[O:8][C:9]1[CH:14]=[CH:13][CH:12]=[C:11]([C:15]([F:18])([F:17])[F:16])[CH:10]=1.Cl.C(OCC)(=O)C. Product: [Cl:1][C:2]1[CH:3]=[C:4]([NH:19][C:20]2[C:30]3[CH:29]=[C:28]([C:31]([NH:33][CH2:34][CH2:35][NH:36][CH2:44][CH2:45][OH:46])=[O:32])[CH2:27][CH2:26][NH:25][C:24]=3[N:23]=[CH:22][N:21]=2)[CH:5]=[CH:6][C:7]=1[O:8][C:9]1[CH:14]=[CH:13][CH:12]=[C:11]([C:15]([F:17])([F:18])[F:16])[CH:10]=1. The catalyst class is: 8. (2) Reactant: [Cl:1][C:2]1[CH:3]=[CH:4][C:5]2[C:10]3([CH2:18][C:17]4[C:12](=[CH:13][CH:14]=[CH:15][CH:16]=4)[CH2:11]3)[O:9][C:8](=[O:19])[NH:7][C:6]=2[N:20]=1.[N+:21]([O-])([OH:23])=[O:22]. Product: [Cl:1][C:2]1[CH:3]=[CH:4][C:5]2[C:10]3([CH2:11][C:12]4[C:17](=[CH:16][CH:15]=[C:14]([N+:21]([O-:23])=[O:22])[CH:13]=4)[CH2:18]3)[O:9][C:8](=[O:19])[NH:7][C:6]=2[N:20]=1. The catalyst class is: 389. (3) Reactant: Cl[CH2:2][CH2:3][CH2:4][O:5][C:6]1[CH:11]=[CH:10][C:9]([N:12]2[CH2:17][CH2:16][N:15]([C:18]([O:20][C:21]([CH3:24])([CH3:23])[CH3:22])=[O:19])[CH2:14][C:13]2=[O:25])=[CH:8][CH:7]=1.[I-].[K+].[NH:28]1[CH2:32][CH2:31][CH2:30][CH2:29]1.C(=O)([O-])[O-].[K+].[K+]. Product: [O:25]=[C:13]1[N:12]([C:9]2[CH:10]=[CH:11][C:6]([O:5][CH2:4][CH2:3][CH2:2][N:28]3[CH2:32][CH2:31][CH2:30][CH2:29]3)=[CH:7][CH:8]=2)[CH2:17][CH2:16][N:15]([C:18]([O:20][C:21]([CH3:24])([CH3:23])[CH3:22])=[O:19])[CH2:14]1. The catalyst class is: 131. (4) The catalyst class is: 20. Reactant: [CH3:1][O:2][C:3]1[CH:8]=[CH:7][C:6]([C:9]2[CH:10]=[C:11]3[C:16](=[CH:17][CH:18]=2)[C:15](=[O:19])[CH:14]([CH2:20][C:21]([O:23]CC)=[O:22])[CH2:13][CH2:12]3)=[CH:5][CH:4]=1.[OH-].[Na+].CC#N. Product: [CH3:1][O:2][C:3]1[CH:8]=[CH:7][C:6]([C:9]2[CH:10]=[C:11]3[C:16](=[CH:17][CH:18]=2)[C:15](=[O:19])[CH:14]([CH2:20][C:21]([OH:23])=[O:22])[CH2:13][CH2:12]3)=[CH:5][CH:4]=1. (5) Reactant: [Br:1][C:2]1[CH:7]=[CH:6][N:5]=[C:4]2[N:8]([S:11]([C:14]3[CH:19]=[CH:18][CH:17]=[CH:16][CH:15]=3)(=[O:13])=[O:12])[CH:9]=[CH:10][C:3]=12.C([N-]C(C)C)(C)C.[Li+].[I:28]I. Product: [Br:1][C:2]1[CH:7]=[CH:6][N:5]=[C:4]2[N:8]([S:11]([C:14]3[CH:19]=[CH:18][CH:17]=[CH:16][CH:15]=3)(=[O:13])=[O:12])[C:9]([I:28])=[CH:10][C:3]=12. The catalyst class is: 7. (6) Reactant: [CH3:1][C:2]1([CH3:14])[C:10]2[C:5](=[CH:6][C:7]([N+:11]([O-])=O)=[CH:8][CH:9]=2)[NH:4][CH2:3]1. Product: [NH2:11][C:7]1[CH:6]=[C:5]2[C:10]([C:2]([CH3:14])([CH3:1])[CH2:3][NH:4]2)=[CH:9][CH:8]=1. The catalyst class is: 78. (7) The catalyst class is: 1. Reactant: [Cl:1][C:2]1[CH:7]=[CH:6][C:5]([C:8]2[N:9]=[C:10]([CH2:26][OH:27])[C:11]([C:21]([O:23][CH2:24][CH3:25])=[O:22])=[N:12][C:13]=2[C:14]2[CH:19]=[CH:18][C:17]([Cl:20])=[CH:16][CH:15]=2)=[CH:4][CH:3]=1.[C:28]1(O)[CH:33]=[CH:32][CH:31]=[CH:30][CH:29]=1.C1(P(C2C=CC=CC=2)C2C=CC=CC=2)C=CC=CC=1.N(C(OCC)=O)=NC(OCC)=O. Product: [Cl:1][C:2]1[CH:3]=[CH:4][C:5]([C:8]2[N:9]=[C:10]([CH2:26][O:27][C:28]3[CH:33]=[CH:32][CH:31]=[CH:30][CH:29]=3)[C:11]([C:21]([O:23][CH2:24][CH3:25])=[O:22])=[N:12][C:13]=2[C:14]2[CH:19]=[CH:18][C:17]([Cl:20])=[CH:16][CH:15]=2)=[CH:6][CH:7]=1. (8) Reactant: [CH:1]([N:4]([CH2:14][C:15]([O:17]C)=[O:16])[S:5]([C:8]1[CH:12]=[CH:11][N:10]([CH3:13])[N:9]=1)(=[O:7])=[O:6])([CH3:3])[CH3:2].[Li+].[OH-].C1COCC1.Cl. Product: [CH:1]([N:4]([CH2:14][C:15]([OH:17])=[O:16])[S:5]([C:8]1[CH:12]=[CH:11][N:10]([CH3:13])[N:9]=1)(=[O:6])=[O:7])([CH3:3])[CH3:2]. The catalyst class is: 6. (9) Reactant: [CH2:1]([CH:3]1[CH2:18][C:7]2[S:8][C:9]([NH2:17])=[C:10]([C:11]3[S:12][CH:13]=[C:14]([CH3:16])[N:15]=3)[C:6]=2[CH2:5][CH2:4]1)[CH3:2].[C:19]12[C:28](=[O:29])[O:27][C:25](=[O:26])[C:20]=1[CH2:21][CH2:22][CH2:23][CH2:24]2. Product: [CH2:1]([CH:3]1[CH2:18][C:7]2[S:8][C:9]([NH:17][C:28]([C:19]3[CH2:24][CH2:23][CH2:22][CH2:21][C:20]=3[C:25]([OH:27])=[O:26])=[O:29])=[C:10]([C:11]3[S:12][CH:13]=[C:14]([CH3:16])[N:15]=3)[C:6]=2[CH2:5][CH2:4]1)[CH3:2]. The catalyst class is: 61.